Dataset: Blood-brain barrier permeability classification from the B3DB database. Task: Regression/Classification. Given a drug SMILES string, predict its absorption, distribution, metabolism, or excretion properties. Task type varies by dataset: regression for continuous measurements (e.g., permeability, clearance, half-life) or binary classification for categorical outcomes (e.g., BBB penetration, CYP inhibition). Dataset: b3db_classification. (1) The compound is COC(=O)C[C@H](C1=C(O)C(=O)C([C@@H](CC(=O)OC)c2ccc(OC)c(OCC(N)=O)c2)=C(O)C1=O)c1ccc(OC)c(OCC(N)=O)c1. The result is 1 (penetrates BBB). (2) The drug is CC1(C)CC1C(=O)N/C(=C/CCCCSCC(N)C(=O)O)C(=O)O. The result is 0 (does not penetrate BBB). (3) The compound is CC1(C)S[C@@H]2[C@H](NC(=O)[C@@H](NC(=O)CN=C(N)c3ccncc3)c3ccccc3)C(=O)N2[C@H]1C(=O)O. The result is 0 (does not penetrate BBB). (4) The compound is CCCCCCCCCCCCCCCC[N+](C)(C)CCN(Cc1ccc(OC)cc1)c1ncccn1. The result is 0 (does not penetrate BBB). (5) The drug is C=CC1=C(C(=O)O)N2C(=O)[C@H](NC(=O)C(=NO)c3csc(N)n3)[C@@H]2SC1. The result is 0 (does not penetrate BBB). (6) The drug is CCc1nccn1CCC(=O)N[C@@H](c1ccccn1)C1CC(O)C1. The result is 1 (penetrates BBB). (7) The molecule is CN(C)Cc1ccc(CSCCNc2nc(=O)c(Cc3ccc4ccccc4c3)c[nH]2)o1. The result is 0 (does not penetrate BBB). (8) The drug is Cc1ccc2c(c1)[C@]13CCCC[C@@H]1[C@H](C2)N(C)CC3. The result is 1 (penetrates BBB). (9) The molecule is CCOC(=O)OC1(C(=O)COC(=O)CC)CCC2C3CCC4=CC(=O)C=CC4(C)C3C(O)CC21C. The result is 1 (penetrates BBB).